From a dataset of Full USPTO retrosynthesis dataset with 1.9M reactions from patents (1976-2016). Predict the reactants needed to synthesize the given product. (1) Given the product [NH2:1][C:4]1[CH:5]=[CH:6][C:7]([N:10]2[CH2:15][CH2:14][O:13][CH2:12][C:11]2=[O:16])=[CH:8][CH:9]=1, predict the reactants needed to synthesize it. The reactants are: [N+:1]([C:4]1[CH:9]=[CH:8][C:7]([N:10]2[CH2:15][CH2:14][O:13][CH2:12][C:11]2=[O:16])=[CH:6][CH:5]=1)([O-])=O. (2) Given the product [NH:10]1[C:14](=[O:18])[CH2:13][CH2:12][C:3]2[C:4]3[CH:5]=[CH:6][CH:7]=[CH:8][C:9]=3[CH2:1][C:2]1=2, predict the reactants needed to synthesize it. The reactants are: [CH2:1]1[C:9]2[C:4](=[CH:5][CH:6]=[CH:7][CH:8]=2)[CH:3]=[C:2]1[N:10]1[CH2:14][CH2:13][CH2:12]C1.C(N)(=[O:18])C=C. (3) Given the product [CH3:7][CH2:2][CH2:3][CH:4]([CH3:18])[CH3:5].[C:37]([O:25][CH2:19][CH3:20])(=[O:36])[CH3:38].[F:1][C:2]1[CH:3]=[C:4]([C:18]2[CH:23]=[C:22]([F:24])[CH:21]=[CH:20][C:19]=2[O:25][C@@H:37]([CH3:42])[C:38]([OH:40])=[O:39])[CH:5]=[CH:6][C:7]=1[S:8]([C:11]1[CH:16]=[CH:15][CH:14]=[CH:13][C:12]=1[F:17])(=[O:10])=[O:9], predict the reactants needed to synthesize it. The reactants are: [F:1][C:2]1[CH:3]=[C:4]([C:18]2[C:19]([OH:25])=[CH:20][CH:21]=[C:22]([F:24])[CH:23]=2)[CH:5]=[CH:6][C:7]=1[S:8]([C:11]1[CH:16]=[CH:15][CH:14]=[CH:13][C:12]=1[F:17])(=[O:10])=[O:9].CC1C=CC(S([O:36][C@H:37]([CH3:42])[C:38]([O:40]C)=[O:39])(=O)=O)=CC=1.C(=O)([O-])[O-].[K+].[K+]. (4) Given the product [CH2:25]([C:24]1[N:1]([C:9]2[CH:10]=[CH:11][CH:12]=[CH:13][CH:14]=2)[C:17]([CH2:16][CH3:15])=[C:18]2[C:23]=1[CH2:22][CH2:21][CH2:20][CH2:19]2)[CH3:26], predict the reactants needed to synthesize it. The reactants are: [N:1]([C:9]1[CH:14]=[CH:13][CH:12]=[CH:11][CH:10]=1)=[N:1][C:9]1[CH:14]=[CH:13][CH:12]=[CH:11][CH:10]=1.[CH3:15][CH2:16][C:17]#[C:18][CH2:19][CH2:20][CH2:21][CH2:22][C:23]#[C:24][CH2:25][CH3:26].FC(F)(F)C1C=CC=CC=1. (5) Given the product [CH2:2]=[CH:1][CH3:3].[CH2:2]1[O:5][CH:1]1[CH3:3].[CH2:2]([OH:6])[CH:1]([OH:5])[CH3:3], predict the reactants needed to synthesize it. The reactants are: [C:1]([OH:5])(C)([CH3:3])[CH3:2].[OH2:6]. (6) Given the product [CH3:17][O:16][NH:18][C:12]([C:9]1([NH:8][C:6](=[O:7])[O:5][C:1]([CH3:2])([CH3:3])[CH3:4])[CH2:10][CH2:11]1)=[O:14], predict the reactants needed to synthesize it. The reactants are: [C:1]([O:5][C:6]([NH:8][C:9]1([C:12]([OH:14])=O)[CH2:11][CH2:10]1)=[O:7])([CH3:4])([CH3:3])[CH3:2].Cl.[O:16]([NH2:18])[CH3:17].CCN=C=NCCCN(C)C.Cl.C1C=CC2N(O)N=NC=2C=1.CN1CCOCC1. (7) Given the product [N:25]1([CH2:2][C:3]2[CH:24]=[CH:23][C:6]([C:7]([NH:9][C:10]3[CH:15]=[CH:14][C:13]([Cl:16])=[C:12]([C:17]4[CH:22]=[CH:21][CH:20]=[CH:19][N:18]=4)[CH:11]=3)=[O:8])=[CH:5][CH:4]=2)[CH:29]=[CH:28][CH:27]=[N:26]1, predict the reactants needed to synthesize it. The reactants are: Br[CH2:2][C:3]1[CH:24]=[CH:23][C:6]([C:7]([NH:9][C:10]2[CH:15]=[CH:14][C:13]([Cl:16])=[C:12]([C:17]3[CH:22]=[CH:21][CH:20]=[CH:19][N:18]=3)[CH:11]=2)=[O:8])=[CH:5][CH:4]=1.[NH:25]1[CH:29]=[CH:28][CH:27]=[N:26]1. (8) Given the product [F:45][C:41]1[CH:42]=[CH:43][CH:44]=[C:23]([F:22])[C:24]=1[CH2:25][O:26][C:27]1[C:28]2[N:29]([C:34]([C:38]([N:57]([O:58][CH3:59])[CH3:56])=[O:40])=[C:35]([CH3:37])[N:36]=2)[CH:30]=[C:31]([CH3:33])[CH:32]=1, predict the reactants needed to synthesize it. The reactants are: CCN=C=NCCCN(C)C.C1C=CC2N(O)N=NC=2C=1.[F:22][C:23]1[CH:44]=[CH:43][CH:42]=[C:41]([F:45])[C:24]=1[CH2:25][O:26][C:27]1[C:28]2[N:29]([C:34]([C:38]([OH:40])=O)=[C:35]([CH3:37])[N:36]=2)[CH:30]=[C:31]([CH3:33])[CH:32]=1.C(N(CC)C(C)C)(C)C.Cl.[CH3:56][NH:57][O:58][CH3:59]. (9) Given the product [C:20]1([S:26]([N:7]2[C:8]3[C:4](=[CH:3][C:2]([Br:1])=[CH:10][CH:9]=3)[CH:5]=[C:6]2[C:11]2[CH:16]=[CH:15][CH:14]=[CH:13][C:12]=2[CH3:17])(=[O:28])=[O:27])[CH:25]=[CH:24][CH:23]=[CH:22][CH:21]=1, predict the reactants needed to synthesize it. The reactants are: [Br:1][C:2]1[CH:3]=[C:4]2[C:8](=[CH:9][CH:10]=1)[NH:7][C:6]([C:11]1[CH:16]=[CH:15][CH:14]=[CH:13][C:12]=1[CH3:17])=[CH:5]2.[H-].[Na+].[C:20]1([S:26](Cl)(=[O:28])=[O:27])[CH:25]=[CH:24][CH:23]=[CH:22][CH:21]=1.